From a dataset of Forward reaction prediction with 1.9M reactions from USPTO patents (1976-2016). Predict the product of the given reaction. (1) Given the reactants [CH:1]([N:4]1[C:8]2[N:9]=[C:10]([C@H:14]3[C@H:18]([CH3:19])[CH2:17][NH:16][CH2:15]3)[NH:11][C:12](=[O:13])[C:7]=2[CH:6]=[N:5]1)([CH3:3])[CH3:2].[N:20]1[C:29]2[C:24](=[CH:25][CH:26]=[CH:27][N:28]=2)[C:23]([CH:30]=O)=[CH:22][CH:21]=1, predict the reaction product. The product is: [CH:1]([N:4]1[C:8]2[N:9]=[C:10]([C@H:14]3[C@H:18]([CH3:19])[CH2:17][N:16]([CH2:30][C:23]4[C:24]5[C:29](=[N:28][CH:27]=[CH:26][CH:25]=5)[N:20]=[CH:21][CH:22]=4)[CH2:15]3)[NH:11][C:12](=[O:13])[C:7]=2[CH:6]=[N:5]1)([CH3:3])[CH3:2]. (2) Given the reactants [F:1][C:2]([F:15])([F:14])[CH2:3][O:4][C:5]1[CH:13]=[CH:12][C:8]([C:9]([OH:11])=O)=[CH:7][N:6]=1.[Cl:16][C:17]1[CH:24]=[C:23]([Cl:25])[CH:22]=[CH:21][C:18]=1[CH2:19][NH2:20].ON1C2C=CC=CC=2N=N1.Cl.C(N=C=NCCCN(C)C)C.C(N(C(C)C)CC)(C)C, predict the reaction product. The product is: [Cl:16][C:17]1[CH:24]=[C:23]([Cl:25])[CH:22]=[CH:21][C:18]=1[CH2:19][NH:20][C:9](=[O:11])[C:8]1[CH:12]=[CH:13][C:5]([O:4][CH2:3][C:2]([F:1])([F:15])[F:14])=[N:6][CH:7]=1. (3) Given the reactants [NH:1]1[C:9]2[C:4](=[CH:5][CH:6]=[C:7]([C:10]#[N:11])[CH:8]=2)[CH:3]=[N:2]1.[OH-].[K+].[I:14]I.S([O-])([O-])=O.[Na+].[Na+], predict the reaction product. The product is: [I:14][C:3]1[C:4]2[C:9](=[CH:8][C:7]([C:10]#[N:11])=[CH:6][CH:5]=2)[NH:1][N:2]=1.